From a dataset of Full USPTO retrosynthesis dataset with 1.9M reactions from patents (1976-2016). Predict the reactants needed to synthesize the given product. Given the product [C:35]([NH:34][S:33]([CH2:32][O:31][C:25]1[CH:26]=[CH:27][C:28]([Cl:30])=[CH:29][C:24]=1[N:19]1[C:20](=[O:23])[CH2:21][CH2:22][C:17]2([C:49]3[C:54](=[CH:53][C:52]([Cl:55])=[CH:51][CH:50]=3)[NH:15][C:16]2=[O:56])[CH:18]1[C:41]1[CH:46]=[C:45]([F:47])[CH:44]=[CH:43][C:42]=1[CH3:48])(=[O:39])=[O:40])([CH3:38])([CH3:37])[CH3:36], predict the reactants needed to synthesize it. The reactants are: C(O)(C(F)(F)F)=O.C(OC([N:15]1[C:54]2[C:49](=[CH:50][CH:51]=[C:52]([Cl:55])[CH:53]=2)[C:17]2([CH2:22][CH2:21][C:20](=[O:23])[N:19]([C:24]3[CH:29]=[C:28]([Cl:30])[CH:27]=[CH:26][C:25]=3[O:31][CH2:32][S:33](=[O:40])(=[O:39])[NH:34][C:35]([CH3:38])([CH3:37])[CH3:36])[CH:18]2[C:41]2[CH:46]=[C:45]([F:47])[CH:44]=[CH:43][C:42]=2[CH3:48])[C:16]1=[O:56])=O)(C)(C)C.